This data is from Full USPTO retrosynthesis dataset with 1.9M reactions from patents (1976-2016). The task is: Predict the reactants needed to synthesize the given product. (1) Given the product [Cl:12][C:13]1[CH:14]=[CH:15][C:16]([C:19]2[CH:20]=[CH:21][C:22]([C:25]#[C:26][C:2]3[CH:7]=[CH:6][C:5]([CH2:8][CH2:9][OH:10])=[C:4]([CH3:11])[CH:3]=3)=[N:23][CH:24]=2)=[CH:17][CH:18]=1, predict the reactants needed to synthesize it. The reactants are: I[C:2]1[CH:7]=[CH:6][C:5]([CH2:8][CH2:9][OH:10])=[C:4]([CH3:11])[CH:3]=1.[Cl:12][C:13]1[CH:18]=[CH:17][C:16]([C:19]2[CH:20]=[CH:21][C:22]([C:25]#[CH:26])=[N:23][CH:24]=2)=[CH:15][CH:14]=1.C(N(CC)CC)C. (2) The reactants are: [F:1][C:2]1[C:18]([NH:19][C:20]2[C:23](=O)[C:22](=[O:25])[C:21]=2[O:26]C)=[CH:17][CH:16]=[C:15]([F:28])[C:3]=1[C:4]([N:6]1[CH2:10][CH2:9][CH2:8][C@H:7]1[C:11]([O:13][CH3:14])=[O:12])=[O:5].[CH3:29][C:30]1[O:34][C:33]([CH:35]([NH2:41])[C:36]2([CH3:40])[CH2:39][O:38][CH2:37]2)=[CH:32][CH:31]=1. Given the product [F:1][C:2]1[C:18]([NH:19][C:20]2[C:21](=[O:26])[C:22](=[O:25])[C:23]=2[NH:41][CH:35]([C:33]2[O:34][C:30]([CH3:29])=[CH:31][CH:32]=2)[C:36]2([CH3:40])[CH2:37][O:38][CH2:39]2)=[CH:17][CH:16]=[C:15]([F:28])[C:3]=1[C:4]([N:6]1[CH2:10][CH2:9][CH2:8][C@H:7]1[C:11]([O:13][CH3:14])=[O:12])=[O:5], predict the reactants needed to synthesize it.